Dataset: Reaction yield outcomes from USPTO patents with 853,638 reactions. Task: Predict the reaction yield, written as a fraction of the theoretical maximum amount of product (1.0 means a 100% yield; for example, 0.34 means a 34% yield). (1) The reactants are [NH2:1][C@H:2]1[C@H:7]2[O:8][C@H:4]([CH2:5][CH2:6]2)[C@H:3]1[C:9]([O:11][CH3:12])=[O:10].[F:13][C:14]1[CH:21]=[CH:20][C:17]([CH:18]=O)=[CH:16][C:15]=1[CH3:22].C([BH3-])#N.[Na+].C(=O)(O)[O-].[Na+]. The yield is 0.800. The catalyst is CO.C(OCC)(=O)C.C(O)(=O)C. The product is [F:13][C:14]1[CH:21]=[CH:20][C:17]([CH2:18][NH:1][C@H:2]2[C@H:7]3[O:8][C@H:4]([CH2:5][CH2:6]3)[C@H:3]2[C:9]([O:11][CH3:12])=[O:10])=[CH:16][C:15]=1[CH3:22]. (2) The reactants are [NH2:1][C:2]1[CH:3]=[C:4]([CH:9]=[CH:10][C:11]=1O)C(OC)=O.C([C:15]1[CH:24]=CC(C(OC)=O)=CC=1)=O.C(C1C(=O)C(Cl)=C(Cl)C(=O)C=1C#N)#[N:26].[C:39]([O-:42])(O)=[O:40].[Na+]. The catalyst is CO. The product is [CH2:24]([O:42][C:39](=[O:40])[C:4]1[CH:9]=[CH:10][C:11]([NH2:26])=[C:2]([NH2:1])[CH:3]=1)[CH3:15]. The yield is 0.860. (3) The reactants are [OH-:1].[Li+].[C:3]([C:6]1[CH:29]=[CH:28][C:9]([O:10][CH2:11][C:12]2[CH:27]=[CH:26][C:15]([C:16]([C:18]3[CH:19]=[N:20][CH:21]=[C:22]([CH:25]=3)[C:23]#N)=[O:17])=[CH:14][CH:13]=2)=[C:8]([CH2:30][CH2:31][CH3:32])[C:7]=1[OH:33])(=[O:5])[CH3:4].[OH2:34]. The catalyst is O1CCOCC1.CCOCC. The product is [C:3]([C:6]1[CH:29]=[CH:28][C:9]([O:10][CH2:11][C:12]2[CH:27]=[CH:26][C:15]([C:16]([C:18]3[CH:19]=[N:20][CH:21]=[C:22]([CH:25]=3)[C:23]([OH:34])=[O:1])=[O:17])=[CH:14][CH:13]=2)=[C:8]([CH2:30][CH2:31][CH3:32])[C:7]=1[OH:33])(=[O:5])[CH3:4]. The yield is 0.500.